Task: Predict hERG channel inhibition at various concentrations.. Dataset: hERG Central: cardiac toxicity at 1µM, 10µM, and general inhibition (1) The compound is O=C(C1CCC1)N1CCN(c2ccnc3cc(Cl)ccc23)CC1. Results: hERG_inhib (hERG inhibition (general)): blocker. (2) The molecule is CCC(C)n1c(=N)c(C#N)cc2c(=O)n3cccc(C)c3nc21. Results: hERG_inhib (hERG inhibition (general)): blocker. (3) The molecule is O=C(c1ccc(F)cc1)C1CCN(Cc2cn[nH]c2-c2ccc(F)cc2)CC1. Results: hERG_inhib (hERG inhibition (general)): blocker. (4) The molecule is COc1ccc(-c2cn(-c3ccc(SC(F)F)cc3)c3[n+]2CCC3)cc1OC.[Br-]. Results: hERG_inhib (hERG inhibition (general)): blocker. (5) The molecule is CCOC(=O)c1ccc2ncc(C(=O)OCC)c(NCCN(C)C)c2c1. Results: hERG_inhib (hERG inhibition (general)): blocker. (6) The molecule is Cl.c1ccc(CNc2c3c(nc4ccccc24)CCC3)cc1. Results: hERG_inhib (hERG inhibition (general)): blocker. (7) The drug is CCCN(C(=O)Cn1ncc2c(=O)oc3ccccc3c21)c1cccc(C)c1. Results: hERG_inhib (hERG inhibition (general)): blocker. (8) Results: hERG_inhib (hERG inhibition (general)): blocker. The compound is Cc1nc2ncnn2c(C)c1CCC(=O)N1CCc2ccccc21. (9) The molecule is O=C(c1ccc(C(F)(F)F)cc1)c1c[nH]c(C(=O)NCCCn2ccnc2)c1. Results: hERG_inhib (hERG inhibition (general)): blocker.